From a dataset of NCI-60 drug combinations with 297,098 pairs across 59 cell lines. Regression. Given two drug SMILES strings and cell line genomic features, predict the synergy score measuring deviation from expected non-interaction effect. (1) Drug 1: CC1C(C(CC(O1)OC2CC(CC3=C2C(=C4C(=C3O)C(=O)C5=C(C4=O)C(=CC=C5)OC)O)(C(=O)C)O)N)O.Cl. Drug 2: CC12CCC3C(C1CCC2O)C(CC4=C3C=CC(=C4)O)CCCCCCCCCS(=O)CCCC(C(F)(F)F)(F)F. Cell line: DU-145. Synergy scores: CSS=29.3, Synergy_ZIP=5.22, Synergy_Bliss=8.39, Synergy_Loewe=1.62, Synergy_HSA=7.80. (2) Drug 1: C1CC(C1)(C(=O)O)C(=O)O.[NH2-].[NH2-].[Pt+2]. Drug 2: C1CN(CCN1C(=O)CCBr)C(=O)CCBr. Cell line: NCIH23. Synergy scores: CSS=32.3, Synergy_ZIP=-3.20, Synergy_Bliss=5.52, Synergy_Loewe=-4.02, Synergy_HSA=5.66. (3) Drug 1: CCC1(CC2CC(C3=C(CCN(C2)C1)C4=CC=CC=C4N3)(C5=C(C=C6C(=C5)C78CCN9C7C(C=CC9)(C(C(C8N6C=O)(C(=O)OC)O)OC(=O)C)CC)OC)C(=O)OC)O.OS(=O)(=O)O. Drug 2: B(C(CC(C)C)NC(=O)C(CC1=CC=CC=C1)NC(=O)C2=NC=CN=C2)(O)O. Cell line: HOP-92. Synergy scores: CSS=60.8, Synergy_ZIP=-3.07, Synergy_Bliss=-2.74, Synergy_Loewe=-7.25, Synergy_HSA=-3.49. (4) Drug 1: COC1=C(C=C2C(=C1)N=CN=C2NC3=CC(=C(C=C3)F)Cl)OCCCN4CCOCC4. Drug 2: CC1CCC2CC(C(=CC=CC=CC(CC(C(=O)C(C(C(=CC(C(=O)CC(OC(=O)C3CCCCN3C(=O)C(=O)C1(O2)O)C(C)CC4CCC(C(C4)OC)O)C)C)O)OC)C)C)C)OC. Cell line: OVCAR3. Synergy scores: CSS=38.9, Synergy_ZIP=-7.10, Synergy_Bliss=-5.28, Synergy_Loewe=1.82, Synergy_HSA=2.74. (5) Drug 1: CN1CCC(CC1)COC2=C(C=C3C(=C2)N=CN=C3NC4=C(C=C(C=C4)Br)F)OC. Drug 2: COCCOC1=C(C=C2C(=C1)C(=NC=N2)NC3=CC=CC(=C3)C#C)OCCOC.Cl. Cell line: RPMI-8226. Synergy scores: CSS=-0.727, Synergy_ZIP=3.00, Synergy_Bliss=6.04, Synergy_Loewe=-0.420, Synergy_HSA=0.451. (6) Drug 1: C1=NC2=C(N=C(N=C2N1C3C(C(C(O3)CO)O)F)Cl)N. Drug 2: CC(C)(C#N)C1=CC(=CC(=C1)CN2C=NC=N2)C(C)(C)C#N. Cell line: OVCAR-4. Synergy scores: CSS=-1.15, Synergy_ZIP=6.87, Synergy_Bliss=-0.453, Synergy_Loewe=-2.55, Synergy_HSA=-3.21. (7) Drug 1: CC12CCC(CC1=CCC3C2CCC4(C3CC=C4C5=CN=CC=C5)C)O. Drug 2: COC1=CC(=CC(=C1O)OC)C2C3C(COC3=O)C(C4=CC5=C(C=C24)OCO5)OC6C(C(C7C(O6)COC(O7)C8=CC=CS8)O)O. Cell line: DU-145. Synergy scores: CSS=21.2, Synergy_ZIP=-0.654, Synergy_Bliss=-4.00, Synergy_Loewe=-36.8, Synergy_HSA=-4.63. (8) Drug 1: CCCCCOC(=O)NC1=NC(=O)N(C=C1F)C2C(C(C(O2)C)O)O. Drug 2: C#CCC(CC1=CN=C2C(=N1)C(=NC(=N2)N)N)C3=CC=C(C=C3)C(=O)NC(CCC(=O)O)C(=O)O. Cell line: K-562. Synergy scores: CSS=90.3, Synergy_ZIP=29.6, Synergy_Bliss=0.157, Synergy_Loewe=58.9, Synergy_HSA=-0.809.